The task is: Predict the product of the given reaction.. This data is from Forward reaction prediction with 1.9M reactions from USPTO patents (1976-2016). (1) Given the reactants Cl.[CH3:2][C:3]1[CH:8]=[C:7]([B:9]2[O:13][C:12]([CH3:15])([CH3:14])[C:11]([CH3:17])([CH3:16])[O:10]2)[CH:6]=[CH:5][C:4]=1[N:18]1[CH2:23][CH2:22][NH:21][CH2:20][CH2:19]1.[C:24](O)(=O)C.C([O-])(=O)C.[Na+].C([BH3-])#N.[Na+].C([O-])(O)=O.[Na+], predict the reaction product. The product is: [CH3:24][N:21]1[CH2:20][CH2:19][N:18]([C:4]2[CH:5]=[CH:6][C:7]([B:9]3[O:13][C:12]([CH3:14])([CH3:15])[C:11]([CH3:17])([CH3:16])[O:10]3)=[CH:8][C:3]=2[CH3:2])[CH2:23][CH2:22]1. (2) Given the reactants [CH3:1][C:2]([C:8]1[CH:13]=[CH:12][C:11]([NH:14][C:15]2[C:25]3[CH2:24][CH2:23][N:22]([C:26]4[C:31]([C:32]([F:35])([F:34])[F:33])=[CH:30][CH:29]=[CH:28][N:27]=4)[CH2:21][CH2:20][C:19]=3[N:18]=[C:17]([CH:36]([CH3:38])[CH3:37])[N:16]=2)=[CH:10][CH:9]=1)([CH3:7])[C:3](OC)=[O:4].[H-].[H-].[H-].[H-].[Li+].[Al+3], predict the reaction product. The product is: [CH3:7][C:2]([C:8]1[CH:13]=[CH:12][C:11]([NH:14][C:15]2[C:25]3[CH2:24][CH2:23][N:22]([C:26]4[C:31]([C:32]([F:33])([F:35])[F:34])=[CH:30][CH:29]=[CH:28][N:27]=4)[CH2:21][CH2:20][C:19]=3[N:18]=[C:17]([CH:36]([CH3:38])[CH3:37])[N:16]=2)=[CH:10][CH:9]=1)([CH3:1])[CH2:3][OH:4].